Dataset: Full USPTO retrosynthesis dataset with 1.9M reactions from patents (1976-2016). Task: Predict the reactants needed to synthesize the given product. (1) Given the product [CH3:50][N:47]1[CH2:48][CH2:49][N:44]([CH2:43][CH2:42][NH:41][C:2]2[C:15]3[C:14](=[O:16])[N:13]([CH2:17][CH2:18][CH2:19][N:20]4[CH2:25][CH2:24][O:23][CH2:22][CH2:21]4)[C:12](=[O:26])[C:11]4=[CH:27][C:28]([NH:41][CH2:42][CH2:43][N:44]5[CH2:49][CH2:48][N:47]([CH3:50])[CH2:46][CH2:45]5)=[C:8]5[C:9]([C:10]=34)=[C:4]([C:5](=[O:40])[N:6]([CH2:31][CH2:32][CH2:33][N:34]3[CH2:39][CH2:38][O:37][CH2:36][CH2:35]3)[C:7]5=[O:30])[CH:3]=2)[CH2:45][CH2:46]1, predict the reactants needed to synthesize it. The reactants are: Br[C:2]1[C:15]2[C:14](=[O:16])[N:13]([CH2:17][CH2:18][CH2:19][N:20]3[CH2:25][CH2:24][O:23][CH2:22][CH2:21]3)[C:12](=[O:26])[C:11]3=[CH:27][C:28](Br)=[C:8]4[C:9]([C:10]=23)=[C:4]([C:5](=[O:40])[N:6]([CH2:31][CH2:32][CH2:33][N:34]2[CH2:39][CH2:38][O:37][CH2:36][CH2:35]2)[C:7]4=[O:30])[CH:3]=1.[NH2:41][CH2:42][CH2:43][N:44]1[CH2:49][CH2:48][N:47]([CH3:50])[CH2:46][CH2:45]1. (2) Given the product [CH3:1][C:2]1([CH3:16])[C@@H:4]([C:5]([O:7][CH3:8])=[O:6])[C@@H:3]1[CH:9]=[O:15], predict the reactants needed to synthesize it. The reactants are: [CH3:1][C:2]1([CH3:16])[C@@H:4]([C:5]([O:7][CH3:8])=[O:6])[C@@H:3]1[CH:9]([OH:15])C(OO)(C)C. (3) Given the product [CH3:38][O:37][C:34]1[CH:33]=[CH:32][C:31]([CH2:30][N:8]([CH2:7][C:6]2[CH:5]=[CH:4][C:3]([O:2][CH3:1])=[CH:40][CH:39]=2)[C:9]2[N:10]=[CH:11][C:12]([C:15]3[C:16]4[CH2:29][CH2:28][N:27]([C:42]5[CH:43]=[C:44]([CH2:48][CH2:49][C:50]([N:52]6[CH2:53][CH2:54][N:55]([CH2:58][CH2:59][OH:60])[CH2:56][CH2:57]6)=[O:51])[CH:45]=[CH:46][CH:47]=5)[C:17]=4[N:18]=[C:19]([N:21]4[CH2:26][CH2:25][O:24][CH2:23][CH2:22]4)[N:20]=3)=[CH:13][N:14]=2)=[CH:36][CH:35]=1, predict the reactants needed to synthesize it. The reactants are: [CH3:1][O:2][C:3]1[CH:40]=[CH:39][C:6]([CH2:7][N:8]([CH2:30][C:31]2[CH:36]=[CH:35][C:34]([O:37][CH3:38])=[CH:33][CH:32]=2)[C:9]2[N:14]=[CH:13][C:12]([C:15]3[C:16]4[CH2:29][CH2:28][NH:27][C:17]=4[N:18]=[C:19]([N:21]4[CH2:26][CH2:25][O:24][CH2:23][CH2:22]4)[N:20]=3)=[CH:11][N:10]=2)=[CH:5][CH:4]=1.Br[C:42]1[CH:43]=[C:44]([CH2:48][CH2:49][C:50]([N:52]2[CH2:57][CH2:56][N:55]([CH2:58][CH2:59][OH:60])[CH2:54][CH2:53]2)=[O:51])[CH:45]=[CH:46][CH:47]=1. (4) Given the product [C:1]([O:5][C:6]([NH:8][NH:19][C:20]([CH3:24])([CH3:23])[CH2:21][OH:22])=[O:7])([CH3:2])([CH3:3])[CH3:4], predict the reactants needed to synthesize it. The reactants are: [C:1]([O:5][C:6]([N:8]1C(C2C=CC(C#N)=CC=2)O1)=[O:7])([CH3:4])([CH3:3])[CH3:2].[NH2:19][C:20]([CH3:24])([CH3:23])[CH2:21][OH:22].